Dataset: NCI-60 drug combinations with 297,098 pairs across 59 cell lines. Task: Regression. Given two drug SMILES strings and cell line genomic features, predict the synergy score measuring deviation from expected non-interaction effect. (1) Drug 1: CC1C(C(=O)NC(C(=O)N2CCCC2C(=O)N(CC(=O)N(C(C(=O)O1)C(C)C)C)C)C(C)C)NC(=O)C3=C4C(=C(C=C3)C)OC5=C(C(=O)C(=C(C5=N4)C(=O)NC6C(OC(=O)C(N(C(=O)CN(C(=O)C7CCCN7C(=O)C(NC6=O)C(C)C)C)C)C(C)C)C)N)C. Drug 2: CC1CCC2CC(C(=CC=CC=CC(CC(C(=O)C(C(C(=CC(C(=O)CC(OC(=O)C3CCCCN3C(=O)C(=O)C1(O2)O)C(C)CC4CCC(C(C4)OC)O)C)C)O)OC)C)C)C)OC. Cell line: OVCAR-5. Synergy scores: CSS=19.7, Synergy_ZIP=-5.40, Synergy_Bliss=0.851, Synergy_Loewe=-6.17, Synergy_HSA=-0.0357. (2) Drug 1: CC(CN1CC(=O)NC(=O)C1)N2CC(=O)NC(=O)C2. Drug 2: C1CN(P(=O)(OC1)NCCCl)CCCl. Cell line: 786-0. Synergy scores: CSS=11.1, Synergy_ZIP=-4.68, Synergy_Bliss=2.00, Synergy_Loewe=-6.07, Synergy_HSA=1.58. (3) Drug 1: CC1=CC=C(C=C1)C2=CC(=NN2C3=CC=C(C=C3)S(=O)(=O)N)C(F)(F)F. Drug 2: C1CC(=O)NC(=O)C1N2C(=O)C3=CC=CC=C3C2=O. Cell line: NCI/ADR-RES. Synergy scores: CSS=2.36, Synergy_ZIP=3.50, Synergy_Bliss=3.17, Synergy_Loewe=-0.409, Synergy_HSA=-3.07. (4) Drug 1: CC12CCC(CC1=CCC3C2CCC4(C3CC=C4C5=CN=CC=C5)C)O. Drug 2: CC1=C2C(C(=O)C3(C(CC4C(C3C(C(C2(C)C)(CC1OC(=O)C(C(C5=CC=CC=C5)NC(=O)OC(C)(C)C)O)O)OC(=O)C6=CC=CC=C6)(CO4)OC(=O)C)O)C)O. Cell line: BT-549. Synergy scores: CSS=53.9, Synergy_ZIP=20.0, Synergy_Bliss=14.1, Synergy_Loewe=-14.0, Synergy_HSA=13.6. (5) Drug 1: CC1(CCCN1)C2=NC3=C(C=CC=C3N2)C(=O)N. Synergy scores: CSS=58.7, Synergy_ZIP=1.11, Synergy_Bliss=-0.0566, Synergy_Loewe=-35.4, Synergy_HSA=1.20. Cell line: NCI-H460. Drug 2: CCC1=C2N=C(C=C(N2N=C1)NCC3=C[N+](=CC=C3)[O-])N4CCCCC4CCO.